From a dataset of NCI-60 drug combinations with 297,098 pairs across 59 cell lines. Regression. Given two drug SMILES strings and cell line genomic features, predict the synergy score measuring deviation from expected non-interaction effect. Drug 1: CC1=C(C(=O)C2=C(C1=O)N3CC4C(C3(C2COC(=O)N)OC)N4)N. Drug 2: C(CCl)NC(=O)N(CCCl)N=O. Cell line: SK-MEL-2. Synergy scores: CSS=-3.76, Synergy_ZIP=0.636, Synergy_Bliss=3.18, Synergy_Loewe=-1.83, Synergy_HSA=-3.15.